Dataset: Catalyst prediction with 721,799 reactions and 888 catalyst types from USPTO. Task: Predict which catalyst facilitates the given reaction. (1) Reactant: O1CCCC1.[CH3:6][CH2:7][C:8]([C:10]1[CH:15]=[CH:14][C:13]([O:16][CH2:17][C:18]2[CH:23]=[CH:22][CH:21]=[CH:20][CH:19]=2)=[CH:12][CH:11]=1)=[O:9].[Br:24]Br.C(=O)([O-])O.[Na+]. Product: [CH2:17]([O:16][C:13]1[CH:14]=[CH:15][C:10]([C:8](=[O:9])[CH:7]([Br:24])[CH3:6])=[CH:11][CH:12]=1)[C:18]1[CH:23]=[CH:22][CH:21]=[CH:20][CH:19]=1. The catalyst class is: 195. (2) Product: [F:29][C:2]1([F:1])[CH2:7][CH2:6][N:5]([C:8]([C:10]2[N:11]([C:36]3[CH:37]=[C:32]([CH:33]=[CH:34][CH:35]=3)[C:30]#[N:31])[C:12]3[C:17]([CH:18]=2)=[CH:16][C:15]([C:19]([N:21]2[CH2:25][CH2:24][CH:23]([N:26]([CH3:27])[CH3:28])[CH2:22]2)=[O:20])=[CH:14][CH:13]=3)=[O:9])[CH2:4][CH2:3]1. Reactant: [F:1][C:2]1([F:29])[CH2:7][CH2:6][N:5]([C:8]([C:10]2[NH:11][C:12]3[C:17]([CH:18]=2)=[CH:16][C:15]([C:19]([N:21]2[CH2:25][CH2:24][CH:23]([N:26]([CH3:28])[CH3:27])[CH2:22]2)=[O:20])=[CH:14][CH:13]=3)=[O:9])[CH2:4][CH2:3]1.[C:30]([C:32]1[CH:33]=[C:34](B(O)O)[CH:35]=[CH:36][CH:37]=1)#[N:31].N1C=CC=CC=1. The catalyst class is: 221. (3) Reactant: [NH2:1][C:2]1[CH:7]=[CH:6][CH:5]=[CH:4][C:3]=1[S:8]([NH2:11])(=[O:10])=[O:9].[O:12]1[C:17]2=[CH:18][CH:19]=[CH:20][C:16]2=[CH:15][CH:14]=[C:13]1[C:21]1[CH:26]=[CH:25][CH:24]=[CH:23][C:22]=1/[CH:27]=[CH:28]/[S:29](Cl)(=[O:31])=[O:30]. Product: [O:12]1[C:17]2=[CH:18][CH:19]=[CH:20][C:16]2=[CH:15][CH:14]=[C:13]1[C:21]1[CH:26]=[CH:25][CH:24]=[CH:23][C:22]=1/[CH:27]=[CH:28]/[S:29]([NH:1][C:2]1[CH:7]=[CH:6][CH:5]=[CH:4][C:3]=1[S:8]([NH2:11])(=[O:9])=[O:10])(=[O:31])=[O:30]. The catalyst class is: 17. (4) Reactant: [NH2:1][C:2]1[C:3]2[N:14]([CH2:15][O:16][CH2:17][C:18]3[CH:23]=[CH:22][CH:21]=[CH:20][CH:19]=3)[CH:13]=[C:12]([C:24]#[C:25][CH2:26][CH2:27][OH:28])[C:4]=2[N:5]=[C:6]([CH2:8][CH2:9][CH2:10][CH3:11])[N:7]=1. Product: [NH2:1][C:2]1[C:3]2[N:14]([CH2:15][O:16][CH2:17][C:18]3[CH:19]=[CH:20][CH:21]=[CH:22][CH:23]=3)[CH:13]=[C:12]([CH2:24][CH2:25][CH2:26][CH2:27][OH:28])[C:4]=2[N:5]=[C:6]([CH2:8][CH2:9][CH2:10][CH3:11])[N:7]=1. The catalyst class is: 604. (5) Reactant: C([O:8][C:9]1[CH:10]=[CH:11][C:12]([NH:15][C:16](=[O:32])[CH:17]([C:24]2[CH:29]=[CH:28][C:27]([Cl:30])=[C:26]([Cl:31])[CH:25]=2)[CH2:18][CH:19]2[CH2:23][CH2:22][CH2:21][CH2:20]2)=[N:13][CH:14]=1)C1C=CC=CC=1. Product: [CH:19]1([CH2:18][CH:17]([C:24]2[CH:29]=[CH:28][C:27]([Cl:30])=[C:26]([Cl:31])[CH:25]=2)[C:16]([NH:15][C:12]2[CH:11]=[CH:10][C:9]([OH:8])=[CH:14][N:13]=2)=[O:32])[CH2:23][CH2:22][CH2:21][CH2:20]1. The catalyst class is: 19. (6) Reactant: [C:1]1([SH:7])[CH:6]=[CH:5][CH:4]=[CH:3][CH:2]=1.[F-].[Cs+].CS(O[C@H:15]1[CH2:20][CH2:19][C@@H:18]([C:21]2[CH:26]=[CH:25][C:24]([O:27][Si](C(C)(C)C)(C)C)=[CH:23][C:22]=2[O:35][Si](C(C)(C)C)(C)C)[CH2:17][CH2:16]1)(=O)=O.C(=O)([O-])O.[Na+]. Product: [C:1]1([S:7][C@H:15]2[CH2:16][CH2:17][C@H:18]([C:21]3[CH:26]=[CH:25][C:24]([OH:27])=[CH:23][C:22]=3[OH:35])[CH2:19][CH2:20]2)[CH:6]=[CH:5][CH:4]=[CH:3][CH:2]=1. The catalyst class is: 9.